This data is from Forward reaction prediction with 1.9M reactions from USPTO patents (1976-2016). The task is: Predict the product of the given reaction. (1) Given the reactants [CH3:1][C:2]1([CH3:12])[O:6][CH:5](/[CH:7]=[CH:8]/[N+:9]([O-:11])=[O:10])[CH2:4][O:3]1.Br[Mg][C:15]1[CH:20]=[CH:19][C:18]([Cl:21])=[C:17]([Cl:22])[CH:16]=1.[Cl-].[NH4+], predict the reaction product. The product is: [Cl:21][C:18]1[CH:19]=[C:20]([CH:7]([CH:5]2[CH2:4][O:3][C:2]([CH3:12])([CH3:1])[O:6]2)[CH2:8][N+:9]([O-:11])=[O:10])[CH:15]=[CH:16][C:17]=1[Cl:22]. (2) The product is: [CH3:22][NH:23][C:13]([C:7]1[C:6]2[C:10](=[CH:11][C:3]([O:2][CH3:1])=[CH:4][CH:5]=2)[N:9]([CH3:12])[CH:8]=1)=[O:15]. Given the reactants [CH3:1][O:2][C:3]1[CH:11]=[C:10]2[C:6]([C:7]([C:13]([OH:15])=O)=[CH:8][N:9]2[CH3:12])=[CH:5][CH:4]=1.C(Cl)(=O)C(Cl)=O.[CH3:22][NH2:23], predict the reaction product. (3) Given the reactants C(OC(=O)[N:10]([CH:41]1[CH2:46][CH2:45][CH2:44][CH2:43][CH2:42]1)[CH2:11][C:12]1[CH:17]=[CH:16][C:15]([NH:18][CH2:19][C:20]2[CH:25]=[CH:24][C:23]([CH2:26][N:27]([CH2:35][C:36]3[NH:37][CH:38]=[CH:39][N:40]=3)[CH2:28][C:29]3[N:30]([CH3:34])[CH:31]=[CH:32][N:33]=3)=[CH:22][CH:21]=2)=[CH:14][CH:13]=1)C1C=CC=CC=1.[H][H].C[OH:51], predict the reaction product. The product is: [CH:41]1([NH:10][CH2:11][C:12]2[CH:13]=[CH:14][C:15]([NH:18][C:19](=[O:51])[C:20]3[CH:21]=[CH:22][C:23]([CH2:26][N:27]([CH2:35][C:36]4[NH:40][CH:39]=[CH:38][N:37]=4)[CH2:28][C:29]4[N:30]([CH3:34])[CH:31]=[CH:32][N:33]=4)=[CH:24][CH:25]=3)=[CH:16][CH:17]=2)[CH2:42][CH2:43][CH2:44][CH2:45][CH2:46]1. (4) Given the reactants [CH2:1]([N:5]1[CH:10]=[CH:9][C:8](O)=[CH:7][C:6]1=[O:12])[CH2:2][CH2:3][CH3:4].P(Br)(Br)([Br:15])=O, predict the reaction product. The product is: [Br:15][C:8]1[CH:9]=[CH:10][N:5]([CH2:1][CH2:2][CH2:3][CH3:4])[C:6](=[O:12])[CH:7]=1. (5) Given the reactants Cl[C:2]1[N:7]2[N:8]=[CH:9][CH:10]=[C:6]2[N:5]=[C:4]([NH:11][C:12](=[O:23])[C:13]2[CH:18]=[CH:17][C:16]([C:19]([OH:22])([CH3:21])[CH3:20])=[CH:15][CH:14]=2)[CH:3]=1.[N:24]1([CH:30]=[O:31])[CH2:29][CH2:28][NH:27][CH2:26][CH2:25]1, predict the reaction product. The product is: [CH:30]([N:24]1[CH2:29][CH2:28][N:27]([C:2]2[N:7]3[N:8]=[CH:9][CH:10]=[C:6]3[N:5]=[C:4]([NH:11][C:12](=[O:23])[C:13]3[CH:18]=[CH:17][C:16]([C:19]([OH:22])([CH3:21])[CH3:20])=[CH:15][CH:14]=3)[CH:3]=2)[CH2:26][CH2:25]1)=[O:31]. (6) The product is: [CH3:1][C:2]1[C:9]([CH3:10])=[CH:8][C:7]([CH3:11])=[C:6]([CH2:12][CH2:13][CH3:14])[C:3]=1[CH:4]=[O:5]. Given the reactants [CH3:1][C:2]1[C:9]([CH3:10])=[CH:8][C:7]([CH3:11])=[C:6](/[CH:12]=[CH:13]/[CH3:14])[C:3]=1[CH:4]=[O:5].[H][H], predict the reaction product. (7) Given the reactants [Br:1][C:2]1[CH:3]=[C:4]2[C:8](=[CH:9][CH:10]=1)[NH:7][N:6]=[C:5]2[CH3:11].C([O-])([O-])=O.[Cs+].[Cs+].Cl.Cl[CH2:20][CH2:21][N:22]1[CH2:26][CH2:25][CH2:24][CH2:23]1, predict the reaction product. The product is: [Br:1][C:2]1[CH:3]=[C:4]2[C:8](=[CH:9][CH:10]=1)[N:7]([CH2:20][CH2:21][N:22]1[CH2:26][CH2:25][CH2:24][CH2:23]1)[N:6]=[C:5]2[CH3:11]. (8) Given the reactants [CH3:1][C@@:2]12[C@@H:10](O)[CH2:9][CH2:8][C@H:7]1[C@@H:6]1[CH2:12][CH2:13][C:14]3[C@@:20]([CH3:21])([C@H:5]1[CH2:4][CH2:3]2)[CH2:19][CH2:18][C:16](=[O:17])[CH:15]=3.ClC(OC)=O.N1C=CC=CC=1.CO.C(=O)([O-])OC, predict the reaction product. The product is: [CH3:1][C@:2]12[CH2:3][CH2:4][C@H:5]3[C@@H:6]([CH2:12][CH2:13][C:14]4[C@:20]3([CH3:21])[CH2:19][CH2:18][C:16](=[O:17])[CH:15]=4)[C@@H:7]1[CH2:8][CH:9]=[CH:10]2. (9) Given the reactants NCCCC[C@H](NC(=O)N[C@H:17]([C:23]([O:25][C:26]([CH3:29])([CH3:28])[CH3:27])=[O:24])[CH2:18][CH2:19][C:20]([OH:22])=[O:21])C(OC(C)(C)C)=O.CC(O)=O.C(C1N(CC(OC(C)(C)C)=O)C=CN=1)=O.[BH-](OC(C)=O)(OC(C)=O)OC(C)=O.[Na+], predict the reaction product. The product is: [C:26]([O:25][C:23](=[O:24])[CH2:17][CH2:18][CH2:19][C:20]([OH:22])=[O:21])([CH3:29])([CH3:27])[CH3:28].